Dataset: Reaction yield outcomes from USPTO patents with 853,638 reactions. Task: Predict the reaction yield, written as a fraction of the theoretical maximum amount of product (1.0 means a 100% yield; for example, 0.34 means a 34% yield). (1) The reactants are [O:1]=[C:2]1[CH2:11][CH2:10][CH2:9][C:8]2[CH:7]=[C:6]([C:12]([O:14][CH3:15])=[O:13])[CH:5]=[CH:4][C:3]1=2.[CH:16]1([CH:21]=O)[CH2:20][CH2:19][CH2:18][CH2:17]1.N1CCCC1. The catalyst is CO. The product is [CH:16]1([CH:21]=[C:11]2[CH2:10][CH2:9][C:8]3[CH:7]=[C:6]([C:12]([O:14][CH3:15])=[O:13])[CH:5]=[CH:4][C:3]=3[C:2]2=[O:1])[CH2:20][CH2:19][CH2:18][CH2:17]1. The yield is 0.600. (2) The reactants are [C:1]([O:5][C:6]([N:8]1[CH2:12][CH2:11][CH2:10][C:9]1([CH:16]([C:18]1[CH:23]=[CH:22][C:21]([Cl:24])=[C:20]([Cl:25])[N:19]=1)[OH:17])[CH2:13][CH2:14][CH3:15])=[O:7])([CH3:4])([CH3:3])[CH3:2]. The catalyst is C(Cl)Cl. The product is [C:1]([O:5][C:6]([N:8]1[CH2:12][CH2:11][CH2:10][C:9]1([C:16]([C:18]1[CH:23]=[CH:22][C:21]([Cl:24])=[C:20]([Cl:25])[N:19]=1)=[O:17])[CH2:13][CH2:14][CH3:15])=[O:7])([CH3:2])([CH3:3])[CH3:4]. The yield is 0.980.